From a dataset of Catalyst prediction with 721,799 reactions and 888 catalyst types from USPTO. Predict which catalyst facilitates the given reaction. Reactant: [Cl:1][C:2]1[CH:3]=[C:4]([NH:16][C:17]2[C:26]3[C:21](=[CH:22][C:23]([O:34][CH3:35])=[C:24]([O:27][CH:28]4[CH2:33][CH2:32][NH:31][CH2:30][CH2:29]4)[CH:25]=3)[N:20]=[CH:19][N:18]=2)[CH:5]=[CH:6][C:7]=1[O:8][CH2:9][C:10]1[CH:15]=[CH:14][CH:13]=[CH:12][N:11]=1.[C:36](O)(=[O:39])[CH2:37][OH:38].C(N(C(C)C)CC)(C)C.CN(C(ON1N=NC2C=CC=NC1=2)=[N+](C)C)C.F[P-](F)(F)(F)(F)F. Product: [Cl:1][C:2]1[CH:3]=[C:4]([NH:16][C:17]2[C:26]3[C:21](=[CH:22][C:23]([O:34][CH3:35])=[C:24]([O:27][CH:28]4[CH2:33][CH2:32][N:31]([C:37](=[O:38])[CH2:36][OH:39])[CH2:30][CH2:29]4)[CH:25]=3)[N:20]=[CH:19][N:18]=2)[CH:5]=[CH:6][C:7]=1[O:8][CH2:9][C:10]1[CH:15]=[CH:14][CH:13]=[CH:12][N:11]=1. The catalyst class is: 4.